From a dataset of Full USPTO retrosynthesis dataset with 1.9M reactions from patents (1976-2016). Predict the reactants needed to synthesize the given product. (1) Given the product [CH2:21]([O:28][C:29]1[CH:30]=[CH:31][C:32]([Cl:35])=[CH:33][C:34]=1[C:14]1[C:15](=[O:18])[O:16][CH2:17][C:13]=1[C:9]1[CH:8]=[C:7]([CH:12]=[CH:11][CH:10]=1)[C:6]([OH:5])=[O:20])[C:22]1[CH:23]=[CH:24][CH:25]=[CH:26][CH:27]=1, predict the reactants needed to synthesize it. The reactants are: C([O:5][C:6](=[O:20])[C:7]1[CH:12]=[CH:11][CH:10]=[C:9]([C:13]2[CH2:17][O:16][C:15](=[O:18])[C:14]=2Br)[CH:8]=1)(C)(C)C.[CH2:21]([O:28][C:29]1[CH:34]=[CH:33][C:32]([Cl:35])=[CH:31][C:30]=1B(O)O)[C:22]1[CH:27]=[CH:26][CH:25]=[CH:24][CH:23]=1.C1([As](C2C=CC=CC=2)C2C=CC=CC=2)C=CC=CC=1.C(OCC)(=O)C. (2) The reactants are: Cl[C:2]1[C:7]([C:8]([F:11])([F:10])[F:9])=[CH:6][N:5]=[C:4]([C:12]2[CH:13]=[N:14][C:15]([C:18]([F:21])([F:20])[F:19])=[N:16][CH:17]=2)[N:3]=1.C(=O)([O-])[O-].[Na+].[Na+].FB([CH2:32][NH:33][C:34](=[O:40])[O:35][C:36]([CH3:39])([CH3:38])[CH3:37])(F)F.[K].O. Given the product [F:9][C:8]([F:11])([F:10])[C:7]1[C:2]([CH2:32][NH:33][C:34](=[O:40])[O:35][C:36]([CH3:39])([CH3:38])[CH3:37])=[N:3][C:4]([C:12]2[CH:13]=[N:14][C:15]([C:18]([F:21])([F:20])[F:19])=[N:16][CH:17]=2)=[N:5][CH:6]=1, predict the reactants needed to synthesize it.